This data is from Catalyst prediction with 721,799 reactions and 888 catalyst types from USPTO. The task is: Predict which catalyst facilitates the given reaction. (1) Reactant: [C:1]([O:4][C@@H:5]([CH2:10][N+:11]([CH3:14])([CH3:13])[CH3:12])[CH2:6][C:7]([OH:9])=O)(=[O:3])[CH3:2].Cl.Cl.[N:17]1([C:23]2[CH:28]=[CH:27][C:26]([N:29]3[CH2:33][C@H:32]([CH2:34][O:35][C:36]4[CH:40]=[CH:39][O:38][N:37]=4)[O:31][C:30]3=[O:41])=[CH:25][C:24]=2[F:42])[CH2:22][CH2:21][NH:20][CH2:19][CH2:18]1.C(N(CC)CC)C.[Cl:50]CCl. Product: [Cl-:50].[C:1]([O:4][C@@H:5]([CH2:10][N+:11]([CH3:14])([CH3:13])[CH3:12])[CH2:6][C:7]([N:20]1[CH2:19][CH2:18][N:17]([C:23]2[CH:28]=[CH:27][C:26]([N:29]3[CH2:33][C@H:32]([CH2:34][O:35][C:36]4[CH:40]=[CH:39][O:38][N:37]=4)[O:31][C:30]3=[O:41])=[CH:25][C:24]=2[F:42])[CH2:22][CH2:21]1)=[O:9])(=[O:3])[CH3:2]. The catalyst class is: 309. (2) Reactant: C(C(O)=O)(F)(F)F.[O:8]=[C:9]1[N:13](C(OC(C)(C)C)=O)[C:12]2[CH:21]=[CH:22][CH:23]=[CH:24][C:11]=2[N:10]1[CH:25]1[CH2:30][CH2:29][S:28][CH2:27][CH2:26]1. Product: [S:28]1[CH2:27][CH2:26][CH:25]([N:10]2[C:11]3[CH:24]=[CH:23][CH:22]=[CH:21][C:12]=3[NH:13][C:9]2=[O:8])[CH2:30][CH2:29]1. The catalyst class is: 2.